Task: Predict the product of the given reaction.. Dataset: Forward reaction prediction with 1.9M reactions from USPTO patents (1976-2016) (1) The product is: [Br:20][CH2:2][C:1]([C:4]1[CH:5]=[C:6]([CH:17]=[CH:18][CH:19]=1)[C:7]([O:9][CH2:10][C:11]1[CH:12]=[CH:13][CH:14]=[CH:15][CH:16]=1)=[O:8])=[O:3]. Given the reactants [C:1]([C:4]1[CH:5]=[C:6]([CH:17]=[CH:18][CH:19]=1)[C:7]([O:9][CH2:10][C:11]1[CH:16]=[CH:15][CH:14]=[CH:13][CH:12]=1)=[O:8])(=[O:3])[CH3:2].[Br-:20].[Br-].[Br-].C1([N+](C)(C)C)C=CC=CC=1.C1([N+](C)(C)C)C=CC=CC=1.C1([N+](C)(C)C)C=CC=CC=1, predict the reaction product. (2) Given the reactants [NH2:1][C:2]1[CH:11]=[CH:10][CH:9]=[C:8]2[C:3]=1[CH:4]=[CH:5][N:6]=[CH:7]2.[F:12][C:13]([F:26])([F:25])[C:14]1[CH:19]=[CH:18][C:17]([CH:20]=[CH:21][C:22](O)=[O:23])=[CH:16][CH:15]=1, predict the reaction product. The product is: [CH:7]1[C:8]2[C:3](=[C:2]([NH:1][C:22](=[O:23])[CH:21]=[CH:20][C:17]3[CH:16]=[CH:15][C:14]([C:13]([F:25])([F:26])[F:12])=[CH:19][CH:18]=3)[CH:11]=[CH:10][CH:9]=2)[CH:4]=[CH:5][N:6]=1. (3) The product is: [C:2]1([CH3:1])[CH2:7][CH2:6][CH:5]([CH:8]([CH3:10])[CH3:9])[CH2:4][CH:3]=1. Given the reactants [CH3:1][C:2]1[CH2:7][CH2:6][C@@H:5]([C:8]([CH3:10])=[CH2:9])[CH2:4][CH:3]=1, predict the reaction product. (4) Given the reactants Cl.Cl.[NH2:3][CH2:4][C:5]1[NH:6][C:7]2[CH:13]=[CH:12][CH:11]=[CH:10][C:8]=2[N:9]=1.CCN(C(C)C)C(C)C.C1C=CC(C([N:31]=[C:32]=[S:33])=O)=CC=1, predict the reaction product. The product is: [NH:9]1[C:8]2[CH:10]=[CH:11][CH:12]=[CH:13][C:7]=2[N:6]=[C:5]1[CH2:4][NH:3][C:32]([NH2:31])=[S:33].